This data is from Catalyst prediction with 721,799 reactions and 888 catalyst types from USPTO. The task is: Predict which catalyst facilitates the given reaction. (1) Product: [Br:1][C:2]1[CH:10]=[CH:9][C:5]([C:6]([N:23]2[CH2:24][CH:21]([F:20])[CH2:22]2)=[O:8])=[CH:4][C:3]=1[O:11][CH3:12]. Reactant: [Br:1][C:2]1[CH:10]=[CH:9][C:5]([C:6]([OH:8])=O)=[CH:4][C:3]=1[O:11][CH3:12].C(=O)([O-])[O-].[K+].[K+].Cl.[F:20][CH:21]1[CH2:24][NH:23][CH2:22]1.CN(C(ON1N=NC2C=CC=NC1=2)=[N+](C)C)C.F[P-](F)(F)(F)(F)F. The catalyst class is: 18. (2) Reactant: [NH2:1][C:2]1[N:6]([C:7]2[C:12]([CH3:13])=[CH:11][CH:10]=[CH:9][C:8]=2[CH3:14])[N:5]=[CH:4][C:3]=1[C:15]([NH2:17])=[O:16].[CH:18]1([CH2:23][C:24](OC)=O)[CH2:22][CH2:21][CH2:20][CH2:19]1.[H-].[Na+].Cl. Product: [CH:18]1([CH2:23][C:24]2[NH:17][C:15](=[O:16])[C:3]3[CH:4]=[N:5][N:6]([C:7]4[C:12]([CH3:13])=[CH:11][CH:10]=[CH:9][C:8]=4[CH3:14])[C:2]=3[N:1]=2)[CH2:22][CH2:21][CH2:20][CH2:19]1. The catalyst class is: 8. (3) Reactant: [Cl:1][C:2]1[CH:3]=[CH:4][C:5]([C:12]#[C:13][Si](C)(C)C)=[C:6]([CH:11]=1)[C:7]([O:9][CH3:10])=[O:8].C([O-])([O-])=O.[K+].[K+]. Product: [Cl:1][C:2]1[CH:3]=[CH:4][C:5]([C:12]#[CH:13])=[C:6]([CH:11]=1)[C:7]([O:9][CH3:10])=[O:8]. The catalyst class is: 5. (4) Reactant: Br[C:2]1[CH:3]=[C:4]([C:8]([C:10]2[CH:11]=[C:12]([C:22]3[CH:27]=[CH:26][CH:25]=[CH:24][CH:23]=3)[CH:13]=[C:14]([C:16]3[CH:21]=[CH:20][CH:19]=[CH:18][CH:17]=3)[CH:15]=2)=[O:9])[CH:5]=[CH:6][CH:7]=1.[CH:28](B(O)O)=[CH:29][C:30]1[CH:35]=[CH:34][CH:33]=[CH:32][CH:31]=1.C(=O)([O-])[O-].[Na+].[Na+]. Product: [CH:29]([C:30]1[CH:35]=[CH:34][C:33]([C:6]2[CH:7]=[CH:2][CH:3]=[C:4]([C:8]([C:10]3[CH:11]=[C:12]([C:22]4[CH:27]=[CH:26][CH:25]=[CH:24][CH:23]=4)[CH:13]=[C:14]([C:16]4[CH:17]=[CH:18][CH:19]=[CH:20][CH:21]=4)[CH:15]=3)=[O:9])[CH:5]=2)=[CH:32][CH:31]=1)=[CH2:28]. The catalyst class is: 11. (5) Reactant: [CH3:1][CH:2]([C@H:4]([NH2:23])[C:5]([O:7][CH2:8][CH2:9][O:10][CH2:11][N:12]1[C:16]2[NH:17][C:18]([NH2:22])=[N:19][C:20](=[O:21])[C:15]=2[N:14]=[CH:13]1)=[O:6])[CH3:3].O.[C:25]([OH:37])(=[O:36])[CH2:26][C:27]([CH2:32][C:33]([OH:35])=[O:34])([C:29]([OH:31])=[O:30])[OH:28]. Product: [CH3:3][CH:2]([C@H:4]([NH2:23])[C:5]([O:7][CH2:8][CH2:9][O:10][CH2:11][N:12]1[C:16]2[NH:17][C:18]([NH2:22])=[N:19][C:20](=[O:21])[C:15]=2[N:14]=[CH:13]1)=[O:6])[CH3:1].[C:25]([O-:37])(=[O:36])[CH2:26][C:27]([CH2:32][C:33]([O-:35])=[O:34])([C:29]([O-:31])=[O:30])[OH:28]. The catalyst class is: 5. (6) Reactant: [C:1]1([S:7]([C:10]2[CH:15]=[CH:14][C:13](Cl)=[CH:12][N:11]=2)(=[O:9])=[O:8])[CH:6]=[CH:5][CH:4]=[CH:3][CH:2]=1.C(=O)([O-])[O-:18].[K+].[K+].[NH:23]1[CH2:29][CH2:28][CH2:27][NH:26][CH2:25][CH2:24]1. Product: [CH3:10][S:7]([OH:8])(=[O:9])=[O:18].[C:1]1([S:7]([C:10]2[CH:15]=[CH:14][C:13]([N:23]3[CH2:29][CH2:28][CH2:27][NH:26][CH2:25][CH2:24]3)=[CH:12][N:11]=2)(=[O:9])=[O:8])[CH:6]=[CH:5][CH:4]=[CH:3][CH:2]=1. The catalyst class is: 3. (7) Reactant: [Cl:1][C:2]1[C:7]2[NH:8]C(=O)[O:10][C:11](=O)[C:6]=2[CH:5]=[CH:4][CH:3]=1.[Br:14][C:15]1[C:16]([CH3:22])=[C:17]([CH:19]=[CH:20][CH:21]=1)[NH2:18]. Product: [NH2:8][C:7]1[C:2]([Cl:1])=[CH:3][CH:4]=[CH:5][C:6]=1[C:11]([NH:18][C:17]1[CH:19]=[CH:20][CH:21]=[C:15]([Br:14])[C:16]=1[CH3:22])=[O:10]. The catalyst class is: 113. (8) Reactant: CN1CCOCC1.[Si:8]([O:25][CH2:26][C@H:27]1[CH2:31][CH2:30][C@:29]([CH2:33][OH:34])([CH3:32])[C:28]1([CH3:36])[CH3:35])([C:21]([CH3:24])([CH3:23])[CH3:22])([C:15]1[CH:20]=[CH:19][CH:18]=[CH:17][CH:16]=1)[C:9]1[CH:14]=[CH:13][CH:12]=[CH:11][CH:10]=1. Product: [Si:8]([O:25][CH2:26][C@H:27]1[CH2:31][CH2:30][C@@:29]([CH3:32])([CH:33]=[O:34])[C:28]1([CH3:36])[CH3:35])([C:21]([CH3:23])([CH3:24])[CH3:22])([C:15]1[CH:16]=[CH:17][CH:18]=[CH:19][CH:20]=1)[C:9]1[CH:10]=[CH:11][CH:12]=[CH:13][CH:14]=1. The catalyst class is: 678. (9) Reactant: [Si:1]([O:18][CH2:19][CH2:20][O:21][C:22]1[CH:27]=[CH:26][C:25]([CH2:28][CH2:29][CH2:30][OH:31])=[C:24]([O:32][C:33]2[C:38]([Cl:39])=[CH:37][C:36]([C:40]([F:43])([F:42])[F:41])=[CH:35][N:34]=2)[CH:23]=1)([C:14]([CH3:17])([CH3:16])[CH3:15])([C:8]1[CH:13]=[CH:12][CH:11]=[CH:10][CH:9]=1)[C:2]1[CH:7]=[CH:6][CH:5]=[CH:4][CH:3]=1.Cl[S:45]([N:48]=[C:49]=[O:50])(=[O:47])=[O:46].[NH2:51][CH2:52][CH2:53][O:54][CH:55]([CH3:57])[CH3:56].Cl. Product: [CH:55]([O:54][CH2:53][CH2:52][NH:51][S:45]([NH:48][C:49](=[O:50])[O:31][CH2:30][CH2:29][CH2:28][C:25]1[CH:26]=[CH:27][C:22]([O:21][CH2:20][CH2:19][O:18][Si:1]([C:14]([CH3:15])([CH3:16])[CH3:17])([C:8]2[CH:13]=[CH:12][CH:11]=[CH:10][CH:9]=2)[C:2]2[CH:3]=[CH:4][CH:5]=[CH:6][CH:7]=2)=[CH:23][C:24]=1[O:32][C:33]1[C:38]([Cl:39])=[CH:37][C:36]([C:40]([F:43])([F:42])[F:41])=[CH:35][N:34]=1)(=[O:47])=[O:46])([CH3:57])[CH3:56]. The catalyst class is: 852. (10) Reactant: [O:1]=[S:2]1(=[O:28])[C:7]2[CH:8]=[CH:9][CH:10]=[CH:11][C:6]=2[NH:5][C:4]([C:12]2[C:17](=[O:18])[N:16]([N:19]=[CH:20][CH:21]([CH3:23])C)[C:15]3[CH:24]=[CH:25][S:26][C:14]=3[C:13]=2[OH:27])=[N:3]1.CO.[BH4-].[Li+].Cl. Product: [O:28]=[S:2]1(=[O:1])[C:7]2[CH:8]=[CH:9][CH:10]=[CH:11][C:6]=2[NH:5][C:4]([C:12]2[C:17](=[O:18])[N:16]([NH:19][CH:20]3[CH2:21][CH2:23][CH2:13][C@@H:12]([CH3:17])[CH2:4]3)[C:15]3[CH:24]=[CH:25][S:26][C:14]=3[C:13]=2[OH:27])=[N:3]1. The catalyst class is: 30.